This data is from Catalyst prediction with 721,799 reactions and 888 catalyst types from USPTO. The task is: Predict which catalyst facilitates the given reaction. (1) Reactant: [CH2:1]([O:3][C:4]1[CH:5]=[C:6]([CH:28]=[CH:29][CH:30]=1)[CH2:7][C:8]1[C:17]2[C:12](=[CH:13][C:14]([O:20][CH2:21][CH2:22][O:23][CH2:24][CH3:25])=[C:15]([O:18][CH3:19])[CH:16]=2)[C:11]([CH:26]=[O:27])=[CH:10][N:9]=1)[CH3:2].[Se](=O)=[O:32]. Product: [CH2:1]([O:3][C:4]1[CH:5]=[C:6]([CH:28]=[CH:29][CH:30]=1)[C:7]([C:8]1[C:17]2[C:12](=[CH:13][C:14]([O:20][CH2:21][CH2:22][O:23][CH2:24][CH3:25])=[C:15]([O:18][CH3:19])[CH:16]=2)[C:11]([CH:26]=[O:27])=[CH:10][N:9]=1)=[O:32])[CH3:2]. The catalyst class is: 175. (2) Reactant: [F:1][C:2]([F:7])([F:6])[C:3]([OH:5])=[O:4].[Cl:8][C:9]1[N:10]=[CH:11][N:12]([C:14]2[CH:19]=[CH:18][C:17]([NH:20][C:21]3[N:38]=[C:24]4[CH:25]([C:31]5[CH:36]=[CH:35][C:34]([F:37])=[CH:33][CH:32]=5)[CH2:26]C(=O)C[CH2:29][N:23]4[N:22]=3)=[CH:16][C:15]=2[O:39][CH3:40])[CH:13]=1.CCN(S(F)(F)F)CC.[C:50](O)([C:52]([F:55])(F)[F:53])=O. Product: [F:1][C:2]([F:7])([F:6])[C:3]([OH:5])=[O:4].[Cl:8][C:9]1[N:10]=[CH:11][N:12]([C:14]2[CH:19]=[CH:18][C:17]([NH:20][C:21]3[N:38]=[C:24]4[CH:25]([C:31]5[CH:36]=[CH:35][C:34]([F:37])=[CH:33][CH:32]=5)[CH2:26][C:52]([F:55])([F:53])[CH2:50][CH2:29][N:23]4[N:22]=3)=[CH:16][C:15]=2[O:39][CH3:40])[CH:13]=1. The catalyst class is: 250. (3) Product: [F:1][C:2]1[CH:7]=[CH:6][C:5]([C:8]2[S:12][C:11]3[CH:13]=[C:14]([O:17][CH3:18])[CH:15]=[CH:16][C:10]=3[C:9]=2[O:19][C:20]2[CH:25]=[CH:24][C:23](/[CH:26]=[CH:27]/[C:28]3[NH:30][N:37]=[N:36][N:35]=3)=[CH:22][CH:21]=2)=[CH:4][CH:3]=1. Reactant: [F:1][C:2]1[CH:7]=[CH:6][C:5]([C:8]2[S:12][C:11]3[CH:13]=[C:14]([O:17][CH3:18])[CH:15]=[CH:16][C:10]=3[C:9]=2[O:19][C:20]2[CH:25]=[CH:24][C:23](/[CH:26]=[CH:27]/[C:28]([NH2:30])=O)=[CH:22][CH:21]=2)=[CH:4][CH:3]=1.[Si]([N:35]=[N+:36]=[N-:37])(C)(C)C. The catalyst class is: 57.